This data is from Peptide-MHC class I binding affinity with 185,985 pairs from IEDB/IMGT. The task is: Regression. Given a peptide amino acid sequence and an MHC pseudo amino acid sequence, predict their binding affinity value. This is MHC class I binding data. (1) The peptide sequence is QPYLQLQPFL. The MHC is HLA-B07:02 with pseudo-sequence HLA-B07:02. The binding affinity (normalized) is 0.404. (2) The peptide sequence is YIDVNYKRM. The MHC is H-2-Db with pseudo-sequence H-2-Db. The binding affinity (normalized) is 0.210. (3) The peptide sequence is APRGFRAAF. The MHC is HLA-B45:06 with pseudo-sequence HLA-B45:06. The binding affinity (normalized) is 0.213. (4) The peptide sequence is MSDQSVPSF. The MHC is H-2-Kb with pseudo-sequence H-2-Kb. The binding affinity (normalized) is 0. (5) The peptide sequence is ERYLKDQQL. The MHC is HLA-B18:01 with pseudo-sequence HLA-B18:01. The binding affinity (normalized) is 0. (6) The peptide sequence is QWFFDLPLPW. The MHC is HLA-A23:01 with pseudo-sequence HLA-A23:01. The binding affinity (normalized) is 0.751. (7) The peptide sequence is NEYRQYLDAY. The binding affinity (normalized) is 0.489. The MHC is HLA-B18:01 with pseudo-sequence HLA-B18:01. (8) The peptide sequence is IADMGHLKY. The MHC is HLA-B15:01 with pseudo-sequence HLA-B15:01. The binding affinity (normalized) is 0.231. (9) The peptide sequence is FLSNGHVTI. The MHC is HLA-A02:03 with pseudo-sequence HLA-A02:03. The binding affinity (normalized) is 0.877.